From a dataset of Forward reaction prediction with 1.9M reactions from USPTO patents (1976-2016). Predict the product of the given reaction. (1) Given the reactants Cl[C:2]1[CH:7]=[C:6]([Cl:8])[CH:5]=[C:4]([Cl:9])[N:3]=1.[Cl:10][C:11]1[CH:12]=[CH:13][C:14]([O:20][CH3:21])=[C:15](B(O)O)[CH:16]=1.[F-].[Cs+], predict the reaction product. The product is: [Cl:9][C:4]1[CH:5]=[C:6]([Cl:8])[CH:7]=[C:2]([C:13]2[CH:12]=[C:11]([Cl:10])[CH:16]=[CH:15][C:14]=2[O:20][CH3:21])[N:3]=1. (2) Given the reactants [CH3:1][C:2]1[CH:10]=[CH:9][C:8]([C:11]2[N:12]([C:22]([O:24][C:25]([CH3:28])([CH3:27])[CH3:26])=[O:23])[C:13]3[C:18]([CH:19]=2)=[CH:17][C:16]([CH:20]=O)=[CH:15][CH:14]=3)=[C:7]2[C:3]=1[CH2:4][NH:5][C:6]2=[O:29].[CH2:30]([CH2:32][NH2:33])[OH:31].C(O)(=O)C.C(O[BH-](OC(=O)C)OC(=O)C)(=O)C.[Na+].Cl, predict the reaction product. The product is: [CH3:1][C:2]1[CH:10]=[CH:9][C:8]([C:11]2[N:12]([C:22]([O:24][C:25]([CH3:27])([CH3:26])[CH3:28])=[O:23])[C:13]3[C:18]([CH:19]=2)=[CH:17][C:16]([CH2:20][NH:33][CH2:32][CH2:30][OH:31])=[CH:15][CH:14]=3)=[C:7]2[C:3]=1[CH2:4][NH:5][C:6]2=[O:29]. (3) Given the reactants [C:1]([O:5][C:6]([NH:8][CH2:9][C:10](=O)[CH2:11][C:12]([O:14][C:15]([CH3:18])([CH3:17])[CH3:16])=[O:13])=[O:7])([CH3:4])([CH3:3])[CH3:2].[NH3:20].Cl[CH2:22][CH:23]=O.O, predict the reaction product. The product is: [C:1]([O:5][C:6]([NH:8][CH2:9][C:10]1[NH:20][CH:22]=[CH:23][C:11]=1[C:12]([O:14][C:15]([CH3:18])([CH3:17])[CH3:16])=[O:13])=[O:7])([CH3:4])([CH3:3])[CH3:2]. (4) Given the reactants [CH3:1][O:2][C:3]1[CH:4]=[C:5]([CH:23]=[CH:24][C:25]=1[O:26][CH3:27])[CH2:6][CH:7]1[C:16]2[C:11](=[CH:12][C:13]([O:21][CH3:22])=[C:14]([O:17][CH:18]([CH3:20])[CH3:19])[CH:15]=2)[CH2:10][CH2:9][NH:8]1.Br[CH2:29][C:30](Br)=[O:31].[NH2:33][CH:34]1[C:42]2[C:37](=[CH:38][C:39]([F:43])=[CH:40][CH:41]=2)[CH2:36][CH2:35]1, predict the reaction product. The product is: [CH3:1][O:2][C:3]1[CH:4]=[C:5]([CH:23]=[CH:24][C:25]=1[O:26][CH3:27])[CH2:6][CH:7]1[C:16]2[C:11](=[CH:12][C:13]([O:21][CH3:22])=[C:14]([O:17][CH:18]([CH3:20])[CH3:19])[CH:15]=2)[CH2:10][CH2:9][N:8]1[CH2:29][C:30]([NH:33][CH:34]1[C:42]2[C:37](=[CH:38][C:39]([F:43])=[CH:40][CH:41]=2)[CH2:36][CH2:35]1)=[O:31]. (5) Given the reactants [F:1][C:2]1[CH:3]=[C:4]([CH2:10][C:11]([OH:13])=[O:12])[CH:5]=[C:6]([F:9])[C:7]=1[F:8].C([Li])CCC.Br[CH2:20][CH2:21][CH2:22][Cl:23], predict the reaction product. The product is: [Cl:23][CH2:22][CH2:21][CH2:20][CH:10]([C:4]1[CH:3]=[C:2]([F:1])[C:7]([F:8])=[C:6]([F:9])[CH:5]=1)[C:11]([OH:13])=[O:12].